Dataset: Reaction yield outcomes from USPTO patents with 853,638 reactions. Task: Predict the reaction yield, written as a fraction of the theoretical maximum amount of product (1.0 means a 100% yield; for example, 0.34 means a 34% yield). The product is [NH2:12][C@H:8]([CH2:1][C:2]1[CH:7]=[CH:6][CH:5]=[CH:4][CH:3]=1)[CH:9]([OH:11])[CH3:10]. The catalyst is O1CCOCC1.O. The reactants are [CH2:1]([C@@H:8]([NH:12]C(=O)OC(C)(C)C)[CH:9]([OH:11])[CH3:10])[C:2]1[CH:7]=[CH:6][CH:5]=[CH:4][CH:3]=1.C(=O)([O-])[O-].[K+].[K+]. The yield is 0.250.